This data is from Full USPTO retrosynthesis dataset with 1.9M reactions from patents (1976-2016). The task is: Predict the reactants needed to synthesize the given product. (1) Given the product [Br:10][C:11]1[C:12]([NH:18][C:19]2[CH:23]=[C:22]([CH3:24])[NH:21][N:20]=2)=[N:13][C:14]([NH:2][CH2:3][C:4]2[O:8][N:7]=[C:6]([CH3:9])[CH:5]=2)=[N:15][CH:16]=1, predict the reactants needed to synthesize it. The reactants are: Cl.[NH2:2][CH2:3][C:4]1[O:8][N:7]=[C:6]([CH3:9])[CH:5]=1.[Br:10][C:11]1[C:12]([NH:18][C:19]2[CH:23]=[C:22]([CH3:24])[NH:21][N:20]=2)=[N:13][C:14](Cl)=[N:15][CH:16]=1.C(N(CC)C(C)C)(C)C. (2) Given the product [Cl:1][C:2]1[C:13]([F:14])=[C:6]2[C:5]([C:10]([OH:9])=[N:24][C:22]([C:18]3[CH:17]=[N:16][CH:21]=[CH:20][CH:19]=3)=[N:23]2)=[CH:4][CH:3]=1, predict the reactants needed to synthesize it. The reactants are: [Cl:1][C:2]1[CH:3]=[CH:4][C:5]2[C:10](=O)[O:9]C(=O)N[C:6]=2[C:13]=1[F:14].Cl.[N:16]1[CH:21]=[CH:20][CH:19]=[C:18]([C:22](=[NH:24])[NH2:23])[CH:17]=1.Cl. (3) Given the product [CH3:25][C:20]1[C:19]([C:11]2[CH:10]=[C:9]([C:8]([F:40])([C:27]3[CH:32]=[CH:31][C:30]([F:33])=[CH:29][N:28]=3)[C:5]3[CH:4]=[CH:3][C:2]([F:1])=[CH:7][N:6]=3)[C:17]3[NH:16][C:15](=[O:18])[NH:14][C:13]=3[CH:12]=2)=[C:23]([CH3:24])[O:22][N:21]=1, predict the reactants needed to synthesize it. The reactants are: [F:1][C:2]1[CH:3]=[CH:4][C:5]([C:8]([C:27]2[CH:32]=[CH:31][C:30]([F:33])=[CH:29][N:28]=2)(O)[C:9]2[C:17]3[NH:16][C:15](=[O:18])[NH:14][C:13]=3[CH:12]=[C:11]([C:19]3[C:20]([CH3:25])=[N:21][O:22][C:23]=3[CH3:24])[CH:10]=2)=[N:6][CH:7]=1.C(N(S(F)(F)[F:40])CC)C.C([O-])(O)=O.[Na+]. (4) Given the product [CH3:33][O:34][C:35]1[CH:40]=[CH:39][C:38]([NH:41][C:42]([N:14]2[CH2:15][CH2:16][CH2:17][CH:12]([C:6]3([CH2:18][C:19]4[CH:24]=[CH:23][CH:22]=[C:21]([Cl:25])[CH:20]=4)[C:5]4[C:9](=[CH:10][C:2]([Cl:1])=[CH:3][CH:4]=4)[NH:8][C:7]3=[O:11])[CH2:13]2)=[O:43])=[CH:37][CH:36]=1, predict the reactants needed to synthesize it. The reactants are: [Cl:1][C:2]1[CH:10]=[C:9]2[C:5]([C:6]([CH2:18][C:19]3[CH:24]=[CH:23][CH:22]=[C:21]([Cl:25])[CH:20]=3)([CH:12]3[CH2:17][CH2:16][CH2:15][NH:14][CH2:13]3)[C:7](=[O:11])[NH:8]2)=[CH:4][CH:3]=1.C(N(CC)CC)C.[CH3:33][O:34][C:35]1[CH:40]=[CH:39][C:38]([N:41]=[C:42]=[O:43])=[CH:37][CH:36]=1. (5) The reactants are: [CH3:1][O:2][C:3]1[CH:4]=[C:5]([CH:11]=[C:12]([O:16][CH3:17])[C:13]=1[O:14][CH3:15])/[CH:6]=[CH:7]/[N+:8]([O-])=O.[H-].[Al+3].[Li+].[H-].[H-].[H-].[OH-].[Na+].C(=O)([O-])[O-].[K+].[K+]. Given the product [CH3:17][O:16][C:12]1[CH:11]=[C:5]([CH:4]=[C:3]([O:2][CH3:1])[C:13]=1[O:14][CH3:15])[CH2:6][CH2:7][NH2:8], predict the reactants needed to synthesize it. (6) Given the product [CH2:8]([C:5]1[N:6]=[CH:7][C:2]([N:14]2[CH2:15][CH2:16][CH:11]([OH:10])[CH2:12][CH2:13]2)=[N:3][CH:4]=1)[CH3:9], predict the reactants needed to synthesize it. The reactants are: Br[C:2]1[CH:7]=[N:6][C:5]([CH2:8][CH3:9])=[CH:4][N:3]=1.[OH:10][CH:11]1[CH2:16][CH2:15][NH:14][CH2:13][CH2:12]1. (7) Given the product [Cl:1][C:2]1[N:6]2[CH:7]=[C:8]([C:15]3[CH:16]=[N:17][NH:18][CH:19]=3)[CH:9]=[C:10]([C:11]([F:13])([F:12])[F:14])[C:5]2=[N:4][C:3]=1[C:20]([N:37]1[CH2:38][CH:39]=[C:35]([C:31]2[O:30][CH:34]=[CH:33][CH:32]=2)[CH2:36]1)=[O:22], predict the reactants needed to synthesize it. The reactants are: [Cl:1][C:2]1[N:6]2[CH:7]=[C:8]([C:15]3[CH:16]=[N:17][NH:18][CH:19]=3)[CH:9]=[C:10]([C:11]([F:14])([F:13])[F:12])[C:5]2=[N:4][C:3]=1[C:20]([OH:22])=O.OC(C(F)(F)F)=O.[O:30]1[CH:34]=[CH:33][CH:32]=[C:31]1[C:35]1[CH2:36][NH:37][CH2:38][CH:39]=1.CN(C(ON1N=NC2C=CC=NC1=2)=[N+](C)C)C.F[P-](F)(F)(F)(F)F.C(N(CC)C(C)C)(C)C. (8) Given the product [Cl:11][C:4]1[N:3]=[C:2]([N:14]([CH3:15])[CH3:12])[C:7]([N+:8]([O-:10])=[O:9])=[CH:6][CH:5]=1, predict the reactants needed to synthesize it. The reactants are: Cl[C:2]1[C:7]([N+:8]([O-:10])=[O:9])=[CH:6][CH:5]=[C:4]([Cl:11])[N:3]=1.[CH2:12]([N:14](CC)[CH2:15]C)C.Cl.CNC. (9) Given the product [CH3:1][C:2]1[C:11]2[O:10][CH2:9][C:8](=[O:12])[NH:7][C:6]=2[CH:5]=[C:4]([C:23](=[CH:26][C:27]2[CH:32]=[CH:31][CH:30]=[CH:29][CH:28]=2)[CH:24]=[O:25])[CH:3]=1, predict the reactants needed to synthesize it. The reactants are: [CH3:1][C:2]1[C:11]2[O:10][CH2:9][C:8](=[O:12])[NH:7][C:6]=2[CH:5]=[C:4](B2OC(C)(C)C(C)(C)O2)[CH:3]=1.Br[C:23](=[CH:26][C:27]1[CH:32]=[CH:31][CH:30]=[CH:29][CH:28]=1)[CH:24]=[O:25].C(=O)([O-])[O-].[Cs+].[Cs+].